From a dataset of Full USPTO retrosynthesis dataset with 1.9M reactions from patents (1976-2016). Predict the reactants needed to synthesize the given product. (1) Given the product [F:1][C:2]1[CH:7]=[CH:6][CH:5]=[CH:4][C:3]=1[N:8]1[C:12]2[CH:13]=[CH:14][CH:15]=[CH:16][C:11]=2[N:10]([CH2:17][CH2:18][C@H:19]([OH:20])[CH2:21][NH:30][CH:24]([CH3:29])[CH3:25])[S:9]1(=[O:22])=[O:23], predict the reactants needed to synthesize it. The reactants are: [F:1][C:2]1[CH:7]=[CH:6][CH:5]=[CH:4][C:3]=1[N:8]1[C:12]2[CH:13]=[CH:14][CH:15]=[CH:16][C:11]=2[N:10]([CH2:17][CH2:18][C@H:19]2[CH2:21][O:20]2)[S:9]1(=[O:23])=[O:22].[CH:24]1([NH2:30])[CH2:29]CCC[CH2:25]1. (2) Given the product [CH3:1][C:2]1[C:3]([CH2:11][S@:12]([C:13]2[NH:17][C:16]3[CH:18]=[CH:19][CH:20]=[CH:21][C:15]=3[N:14]=2)=[O:27])=[N:4][CH:5]=[CH:6][C:7]=1[N+:8]([O-:10])=[O:9], predict the reactants needed to synthesize it. The reactants are: [CH3:1][C:2]1[C:3]([CH2:11][S:12][C:13]2[NH:14][C:15]3[CH:21]=[CH:20][CH:19]=[CH:18][C:16]=3[N:17]=2)=[N:4][CH:5]=[CH:6][C:7]=1[N+:8]([O-:10])=[O:9].C([C@@](C([O-])=O)(O)[C@@](CC)(O)C([O-])=[O:27])C.C(N(C(C)C)CC)(C)C.[O-]O.C1(C(C)C)C=CC=CC=1.S([O-])([O-])(=O)=S.[Na+].[Na+].[OH-].[Na+].C(OC(C)C)(=O)C.S(=O)(O)[O-].[Na+]. (3) Given the product [N:6]1[CH:7]=[CH:8][CH:9]=[C:4]([C:3]2[CH:12]=[C:11]([C:13]3[CH:18]=[CH:17][CH:16]=[C:15]([C:19]([F:20])([F:21])[F:22])[CH:14]=3)[O:1][N:2]=2)[CH:5]=1, predict the reactants needed to synthesize it. The reactants are: [OH:1][N:2]=[C:3](Cl)[C:4]1[CH:9]=[CH:8][CH:7]=[N:6][CH:5]=1.[C:11]([C:13]1[CH:18]=[CH:17][CH:16]=[C:15]([C:19]([F:22])([F:21])[F:20])[CH:14]=1)#[CH:12].N.